This data is from Catalyst prediction with 721,799 reactions and 888 catalyst types from USPTO. The task is: Predict which catalyst facilitates the given reaction. Reactant: [CH3:1][N:2]1[CH:6]=[C:5]([C:7]2[CH:12]=[CH:11][C:10]([S:13]([CH3:16])(=[O:15])=[O:14])=[CH:9][CH:8]=2)[N:4]=[CH:3]1.C(O)(C(F)(F)F)=O.C1C(=O)N([I:31])C(=O)C1. Product: [I:31][C:6]1[N:2]([CH3:1])[CH:3]=[N:4][C:5]=1[C:7]1[CH:8]=[CH:9][C:10]([S:13]([CH3:16])(=[O:15])=[O:14])=[CH:11][CH:12]=1. The catalyst class is: 2.